The task is: Predict which catalyst facilitates the given reaction.. This data is from Catalyst prediction with 721,799 reactions and 888 catalyst types from USPTO. (1) Reactant: [N:1]12[CH2:9][CH2:8][CH:5]([CH2:6][CH2:7]1)[N:4]([C:10]([C:12]1[O:16][C:15]([C:17]3[CH:22]=[CH:21][C:20]([NH:23][C:24](=[O:27])[CH:25]=[CH2:26])=[CH:19][CH:18]=3)=[CH:14][CH:13]=1)=[O:11])[CH2:3][CH2:2]2.ClC1C=C(C=CC=1)C(OO)=[O:33]. Product: [NH3:1].[N:1]12[CH2:7][CH2:6][CH:5]([CH2:8][CH2:9]1)[N:4]([C:10]([C:12]1[O:16][C:15]([C:17]3[CH:22]=[CH:21][C:20]([NH+:23]([O-:33])[C:24](=[O:27])[CH:25]=[CH2:26])=[CH:19][CH:18]=3)=[CH:14][CH:13]=1)=[O:11])[CH2:3][CH2:2]2. The catalyst class is: 4. (2) Reactant: [CH3:1][C:2]1[CH:7]=[C:6]([CH3:8])[CH:5]=[C:4]([CH3:9])[C:3]=1[OH:10].C([N:13](CC)CC)C.[C:18](Cl)(=[O:20])[CH3:19]. Product: [C:18]([O:10][C:3]1[C:4]([CH3:9])=[C:5]([C:6]([CH3:8])=[CH:7][C:2]=1[CH3:1])[NH2:13])(=[O:20])[CH3:19]. The catalyst class is: 13. (3) Reactant: FC(F)(F)C(O)=O.[OH:8][C:9]1[N:16]=[CH:15][C:14]([C:17]2[CH:21]=[CH:20][N:19]([CH3:22])[N:18]=2)=[C:13]([O:23][CH3:24])[C:10]=1[C:11]#[N:12].F[C:26]1[N:33]=[CH:32][CH:31]=[CH:30][C:27]=1[C:28]#[N:29].C(=O)([O-])[O-].[Cs+].[Cs+].C(=O)([O-])O.[Na+]. Product: [CH3:24][O:23][C:13]1[C:14]([C:17]2[CH:21]=[CH:20][N:19]([CH3:22])[N:18]=2)=[CH:15][N:16]([C:26]2[C:27]([C:28]#[N:29])=[CH:30][CH:31]=[CH:32][N:33]=2)[C:9](=[O:8])[C:10]=1[C:11]#[N:12]. The catalyst class is: 9. (4) Product: [Br:8][C:11]1[C:12](=[O:28])[NH:13][C:14]2[CH2:15][CH2:16][N:17]([C:21]([O:23][C:24]([CH3:25])([CH3:27])[CH3:26])=[O:22])[CH2:18][CH2:19][C:20]=2[C:10]=1[OH:9]. Reactant: C1C(=O)N([Br:8])C(=O)C1.[OH:9][C:10]1[C:20]2[CH2:19][CH2:18][N:17]([C:21]([O:23][C:24]([CH3:27])([CH3:26])[CH3:25])=[O:22])[CH2:16][CH2:15][C:14]=2[NH:13][C:12](=[O:28])[CH:11]=1. The catalyst class is: 2. (5) Reactant: [CH3:1][O:2][C:3](=[O:37])[C@@H:4]([NH:14][C:15]([C:17]1[C:18]([CH2:35][CH3:36])=[N:19][C:20]([NH:24][CH2:25][CH2:26][CH2:27][C:28]2[CH:33]=[CH:32][CH:31]=[C:30]([OH:34])[CH:29]=2)=[N:21][C:22]=1[CH3:23])=[O:16])[CH2:5][NH:6][C:7]([O:9]C(C)(C)C)=O.[C:38](O)([C:40](F)(F)F)=O.C(N(CC)CC)C.[S:52]1[CH:56]=CC=[C:53]1C(O)=O.CN(C(ON1N=NC2C=CC=CC1=2)=[N+](C)C)C.F[P-](F)(F)(F)(F)F.C1C=CC2N(O)N=NC=2C=1. Product: [CH3:1][O:2][C:3](=[O:37])[C@@H:4]([NH:14][C:15]([C:17]1[C:18]([CH2:35][CH3:36])=[N:19][C:20]([NH:24][CH2:25][CH2:26][CH2:27][C:28]2[CH:33]=[CH:32][CH:31]=[C:30]([OH:34])[CH:29]=2)=[N:21][C:22]=1[CH3:23])=[O:16])[CH2:5][NH:6][C:7]([C:53]1[S:52][CH:56]=[CH:38][CH:40]=1)=[O:9]. The catalyst class is: 2. (6) Reactant: CC1(C)C(C)(C)OB([C:9]2[C:18]3[C:13](=[CH:14][CH:15]=[CH:16][CH:17]=3)[N:12]=[C:11]([C:19]([O:21][CH2:22][CH3:23])=[O:20])[CH:10]=2)O1.BrC[C:27]1[CH:32]=[CH:31][N:30]=[C:29]([O:33][CH3:34])[CH:28]=1.[C:35]1(C)C=CC=CC=1.C([O-])([O-])=O.[Na+].[Na+]. Product: [CH3:34][O:33][C:29]1[C:28]([CH2:35][C:9]2[C:18]3[C:13](=[CH:14][CH:15]=[CH:16][CH:17]=3)[N:12]=[C:11]([C:19]([O:21][CH2:22][CH3:23])=[O:20])[CH:10]=2)=[CH:27][CH:32]=[CH:31][N:30]=1. The catalyst class is: 461. (7) Reactant: [F:1][C:2]1[CH:7]=[CH:6][C:5]([CH:8]2[CH2:13][CH2:12][CH2:11][CH2:10][C:9]2=[O:14])=[CH:4][CH:3]=1.[H-].[Na+].[F:17][C:18]([F:37])([F:36])[S:19](N(C1C=CC=CC=1)[S:19]([C:18]([F:37])([F:36])[F:17])(=[O:21])=[O:20])(=[O:21])=[O:20].O. Product: [F:1][C:2]1[CH:3]=[CH:4][C:5]([C:8]2[CH2:13][CH2:12][CH2:11][CH2:10][C:9]=2[O:14][S:19]([C:18]([F:37])([F:36])[F:17])(=[O:21])=[O:20])=[CH:6][CH:7]=1. The catalyst class is: 39. (8) Reactant: [H][H].C([N:10]1[CH2:15][CH:14]=[C:13]([C:16]2[C:17]([OH:28])=[N:18][C:19]3[C:24]([CH:25]=2)=[CH:23][C:22]([O:26][CH3:27])=[CH:21][CH:20]=3)[CH2:12][CH2:11]1)C1C=CC=CC=1.C1COCC1. Product: [CH3:27][O:26][C:22]1[CH:23]=[C:24]2[C:19](=[CH:20][CH:21]=1)[NH:18][C:17](=[O:28])[C:16]([CH:13]1[CH2:14][CH2:15][NH:10][CH2:11][CH2:12]1)=[CH:25]2. The catalyst class is: 43. (9) Reactant: [NH:1]1[CH2:4][CH2:3][CH2:2]1.C(=O)([O-])[O-].[K+].[K+].Cl[C:12]1[CH:17]=[CH:16][C:15]([N+:18]([O-:20])=[O:19])=[CH:14][N:13]=1.O. Product: [N:1]1([C:12]2[CH:17]=[CH:16][C:15]([N+:18]([O-:20])=[O:19])=[CH:14][N:13]=2)[CH2:4][CH2:3][CH2:2]1. The catalyst class is: 42. (10) Reactant: [OH:1][C:2]1[CH:3]=[C:4]([CH:7]=[CH:8][CH:9]=1)[CH:5]=[O:6].Br[CH2:11][C:12]([O:14][CH2:15][CH3:16])=[O:13].C([O-])([O-])=O.[K+].[K+].O. Product: [CH:5]([C:4]1[CH:3]=[C:2]([CH:9]=[CH:8][CH:7]=1)[O:1][CH2:11][C:12]([O:14][CH2:15][CH3:16])=[O:13])=[O:6]. The catalyst class is: 3.